From a dataset of NCI-60 drug combinations with 297,098 pairs across 59 cell lines. Regression. Given two drug SMILES strings and cell line genomic features, predict the synergy score measuring deviation from expected non-interaction effect. (1) Drug 1: C1=C(C(=O)NC(=O)N1)F. Drug 2: CC12CCC3C(C1CCC2O)C(CC4=C3C=CC(=C4)O)CCCCCCCCCS(=O)CCCC(C(F)(F)F)(F)F. Cell line: MDA-MB-435. Synergy scores: CSS=28.6, Synergy_ZIP=6.96, Synergy_Bliss=7.09, Synergy_Loewe=6.87, Synergy_HSA=7.90. (2) Drug 1: C1=CN(C(=O)N=C1N)C2C(C(C(O2)CO)O)O.Cl. Drug 2: CC(C)(C#N)C1=CC(=CC(=C1)CN2C=NC=N2)C(C)(C)C#N. Cell line: NCI-H322M. Synergy scores: CSS=3.19, Synergy_ZIP=-2.24, Synergy_Bliss=-3.97, Synergy_Loewe=-4.83, Synergy_HSA=-4.82. (3) Drug 1: CC1C(C(=O)NC(C(=O)N2CCCC2C(=O)N(CC(=O)N(C(C(=O)O1)C(C)C)C)C)C(C)C)NC(=O)C3=C4C(=C(C=C3)C)OC5=C(C(=O)C(=C(C5=N4)C(=O)NC6C(OC(=O)C(N(C(=O)CN(C(=O)C7CCCN7C(=O)C(NC6=O)C(C)C)C)C)C(C)C)C)N)C. Drug 2: C1=CC=C(C(=C1)C(C2=CC=C(C=C2)Cl)C(Cl)Cl)Cl. Cell line: KM12. Synergy scores: CSS=18.0, Synergy_ZIP=4.07, Synergy_Bliss=1.59, Synergy_Loewe=-83.5, Synergy_HSA=1.43.